From a dataset of Forward reaction prediction with 1.9M reactions from USPTO patents (1976-2016). Predict the product of the given reaction. Given the reactants CN.[CH3:3][NH:4][C:5]([NH:7][C:8]([N:10]1[CH:16]([CH3:17])[CH2:15][C:14]2[CH:18]=[C:19]3[O:24][CH2:23][O:22][C:20]3=[CH:21][C:13]=2[C:12]([C:25]2[CH:30]=[CH:29][C:28]([N+:31]([O-:33])=[O:32])=[CH:27][CH:26]=2)=[N:11]1)=[S:9])=[O:6], predict the reaction product. The product is: [CH3:3][NH:4][C:5]([NH:7][C:8]([N:10]1[C@H:16]([CH3:17])[CH2:15][C:14]2[CH:18]=[C:19]3[O:24][CH2:23][O:22][C:20]3=[CH:21][C:13]=2[C:12]([C:25]2[CH:30]=[CH:29][C:28]([N+:31]([O-:33])=[O:32])=[CH:27][CH:26]=2)=[N:11]1)=[S:9])=[O:6].